Dataset: Forward reaction prediction with 1.9M reactions from USPTO patents (1976-2016). Task: Predict the product of the given reaction. (1) Given the reactants [NH2:1][C:2]1[CH:3]=[N:4][C:5]([NH:8][C:9]2[CH:14]=[CH:13][C:12]([S:15]([NH:18][CH2:19][CH2:20][N:21]3[CH2:25][CH2:24][CH2:23][CH2:22]3)(=[O:17])=[O:16])=[CH:11][CH:10]=2)=[N:6][CH:7]=1.CN1CCN(S(C2C=CC(NC3N=CC([N+]([O-])=O)=CN=3)=CC=2)(=O)=O)CC1.CCN(C(C)C)C(C)C.[CH3:61][C:62]1[CH:70]=[CH:69][CH:68]=[C:67]([CH3:71])[C:63]=1[C:64](Cl)=[O:65], predict the reaction product. The product is: [CH3:61][C:62]1[CH:70]=[CH:69][CH:68]=[C:67]([CH3:71])[C:63]=1[C:64]([NH:1][C:2]1[CH:7]=[N:6][C:5]([NH:8][C:9]2[CH:14]=[CH:13][C:12]([S:15](=[O:17])(=[O:16])[NH:18][CH2:19][CH2:20][N:21]3[CH2:25][CH2:24][CH2:23][CH2:22]3)=[CH:11][CH:10]=2)=[N:4][CH:3]=1)=[O:65]. (2) The product is: [Si:1]([O:8][CH:9]1[CH2:14][CH2:13][CH:12]([CH:15]([C:26]([OH:28])=[O:27])[C:16]([CH:21]2[CH2:25][CH2:24][CH2:23][CH2:22]2)([OH:20])[C:17]([OH:19])=[O:18])[CH2:11][CH2:10]1)([C:4]([CH3:6])([CH3:7])[CH3:5])([CH3:3])[CH3:2]. Given the reactants [Si:1]([O:8][CH:9]1[CH2:14][CH2:13][CH:12]([CH:15]([C:26]([O-:28])=[O:27])[C:16]([CH:21]2[CH2:25][CH2:24][CH2:23][CH2:22]2)([OH:20])[C:17]([O-:19])=[O:18])[CH2:11][CH2:10]1)([C:4]([CH3:7])([CH3:6])[CH3:5])([CH3:3])[CH3:2].[H][H], predict the reaction product. (3) Given the reactants C([NH:5][C:6]([NH:8][C@@H:9]([CH2:13][C:14]1[CH:19]=[CH:18][CH:17]=[CH:16][CH:15]=1)[CH:10](O)[CH3:11])=[S:7])(C)(C)C.Cl, predict the reaction product. The product is: [CH2:13]([C@H:9]1[CH:10]([CH3:11])[S:7][C:6]([NH2:5])=[N:8]1)[C:14]1[CH:19]=[CH:18][CH:17]=[CH:16][CH:15]=1. (4) Given the reactants C1C=CC(P(C2C=CC=CC=2)C2C=CC=CC=2)=CC=1.[OH:20][C:21]1[CH:30]=[C:29]2[C:24]([CH:25]=[C:26]([C:35]([O:37][CH2:38][CH3:39])=[O:36])[CH:27]([C:31]([F:34])([F:33])[F:32])[O:28]2)=[CH:23][CH:22]=1.[CH2:40]([CH:42]([CH2:45][CH3:46])[CH2:43]O)[CH3:41].N(C(OCC)=O)=NC([O-])=O, predict the reaction product. The product is: [CH2:40]([CH:42]([CH2:45][CH3:46])[CH2:43][O:20][C:21]1[CH:30]=[C:29]2[C:24]([CH:25]=[C:26]([C:35]([O:37][CH2:38][CH3:39])=[O:36])[CH:27]([C:31]([F:34])([F:32])[F:33])[O:28]2)=[CH:23][CH:22]=1)[CH3:41]. (5) Given the reactants [CH2:1]([O:3][C:4]([C:6]1[NH:7][C:8]2[C:13]([CH:14]=1)=[CH:12][C:11](Br)=[CH:10][CH:9]=2)=[O:5])[CH3:2].[CH3:16][O:17][C:18]1[CH:23]=[CH:22][C:21](B(O)O)=[CH:20][CH:19]=1.C(P(C(C)(C)C)C1C=CC=CC=1C1C=CC=CC=1)(C)(C)C.[O-]P([O-])([O-])=O.[K+].[K+].[K+], predict the reaction product. The product is: [CH2:1]([O:3][C:4]([C:6]1[NH:7][C:8]2[C:13]([CH:14]=1)=[CH:12][C:11]([C:21]1[CH:22]=[CH:23][C:18]([O:17][CH3:16])=[CH:19][CH:20]=1)=[CH:10][CH:9]=2)=[O:5])[CH3:2]. (6) Given the reactants [N+:1]([C:4]1[CH:5]=[C:6]([CH:12]=[CH:13][CH:14]=1)[CH:7]=[CH:8][C:9](O)=[O:10])([O-:3])=[O:2].C(OCC)(=O)C.S(Cl)([Cl:23])=O.Cl, predict the reaction product. The product is: [N+:1]([C:4]1[CH:5]=[C:6]([CH:12]=[CH:13][CH:14]=1)[CH:7]=[CH:8][C:9]([Cl:23])=[O:10])([O-:3])=[O:2]. (7) Given the reactants Cl.[CH3:2][O:3][C:4](=[O:10])[CH2:5][CH2:6][C:7]([OH:9])=O.[CH2:11]([C@H:18]1[CH2:22][NH:21][C@H:20]([C:23]([NH:25][C:26]2[CH:31]=[CH:30][C:29]([O:32][C:33]3[CH:38]=[CH:37][C:36]([F:39])=[CH:35][CH:34]=3)=[CH:28][CH:27]=2)=[O:24])[CH2:19]1)[C:12]1[CH:17]=[CH:16][CH:15]=[CH:14][CH:13]=1, predict the reaction product. The product is: [CH2:11]([C@H:18]1[CH2:22][N:21]([C:7](=[O:9])[CH2:6][CH2:5][C:4]([O:3][CH3:2])=[O:10])[C@H:20]([C:23](=[O:24])[NH:25][C:26]2[CH:31]=[CH:30][C:29]([O:32][C:33]3[CH:38]=[CH:37][C:36]([F:39])=[CH:35][CH:34]=3)=[CH:28][CH:27]=2)[CH2:19]1)[C:12]1[CH:17]=[CH:16][CH:15]=[CH:14][CH:13]=1. (8) Given the reactants [CH2:1]([O:3][C:4](=[O:28])[CH2:5][NH:6][CH2:7][CH2:8][NH:9][S:10]([C:13]1[S:14][C:15]([C:18]2[CH:23]=[CH:22][C:21]([Cl:24])=[CH:20][C:19]=2[N+:25]([O-:27])=[O:26])=[N:16][N:17]=1)(=[O:12])=[O:11])[CH3:2].[CH:29]([O:42][C:43]([NH:45][C:46]1[NH:47][C:48](=[O:59])[C:49]2[N:50]=[CH:51][N:52]([CH2:55][C:56](O)=[O:57])[C:53]=2[N:54]=1)=[O:44])([C:36]1[CH:41]=[CH:40][CH:39]=[CH:38][CH:37]=1)[C:30]1[CH:35]=[CH:34][CH:33]=[CH:32][CH:31]=1, predict the reaction product. The product is: [CH2:1]([O:3][C:4](=[O:28])[CH2:5][N:6]([CH2:7][CH2:8][NH:9][S:10]([C:13]1[S:14][C:15]([C:18]2[CH:23]=[CH:22][C:21]([Cl:24])=[CH:20][C:19]=2[N+:25]([O-:27])=[O:26])=[N:16][N:17]=1)(=[O:12])=[O:11])[C:56](=[O:57])[CH2:55][N:52]1[CH:51]=[N:50][C:49]2[C:48](=[O:59])[NH:47][C:46]([NH:45][C:43]([O:42][CH:29]([C:36]3[CH:41]=[CH:40][CH:39]=[CH:38][CH:37]=3)[C:30]3[CH:35]=[CH:34][CH:33]=[CH:32][CH:31]=3)=[O:44])=[N:54][C:53]1=2)[CH3:2]. (9) Given the reactants C(OC(=O)N[C@H](CO)[C@H](OCC1C=CC=CC=1)C)(C)(C)C.C(OC(=O)CBr)(C)(C)C.C(OC(=O)C[O:38][CH2:39][C@@H:40]([NH:51][C:52]([C:54](C)(C)C)=[O:53])[C@H:41]([O:43][CH2:44][C:45]1[CH:50]=[CH:49][CH:48]=[CH:47][CH:46]=1)[CH3:42])(C)(C)C.FC(F)(F)C(O)=O, predict the reaction product. The product is: [CH2:44]([O:43][C@@H:41]([C@@H:40]1[NH:51][C:52](=[O:53])[CH2:54][O:38][CH2:39]1)[CH3:42])[C:45]1[CH:46]=[CH:47][CH:48]=[CH:49][CH:50]=1. (10) Given the reactants [CH3:1][O:2][CH:3]([O:9][CH3:10])/[CH:4]=[CH:5]/[N+:6]([O-:8])=[O:7].[CH2:11]([SH:18])[C:12]1[CH:17]=[CH:16][CH:15]=[CH:14][CH:13]=1.N1CCCCC1.O, predict the reaction product. The product is: [CH3:1][O:2][CH:3]([O:9][CH3:10])[CH:4]([S:18][CH2:11][C:12]1[CH:17]=[CH:16][CH:15]=[CH:14][CH:13]=1)[CH2:5][N+:6]([O-:8])=[O:7].